This data is from Reaction yield outcomes from USPTO patents with 853,638 reactions. The task is: Predict the reaction yield, written as a fraction of the theoretical maximum amount of product (1.0 means a 100% yield; for example, 0.34 means a 34% yield). (1) The reactants are [F:1][C:2]1[CH:3]=[CH:4][C:5]([O:19][CH2:20][C:21](O)=[O:22])=[C:6]([C:8]2[CH:13]=[CH:12][CH:11]=[CH:10][C:9]=2[O:14][C:15]([F:18])([F:17])[F:16])[CH:7]=1.[CH:24]([NH:27][NH:28][C:29]([CH:31]1[CH2:36][CH2:35][O:34][CH2:33][CH2:32]1)=[O:30])([CH3:26])[CH3:25].C(NC(C)C)(C)C.C1CN([P+](Br)(N2CCCC2)N2CCCC2)CC1.F[P-](F)(F)(F)(F)F. The catalyst is CN(C=O)C. The product is [F:1][C:2]1[CH:3]=[CH:4][C:5]([O:19][CH2:20][C:21]([N:27]([CH:24]([CH3:26])[CH3:25])[NH:28][C:29]([CH:31]2[CH2:36][CH2:35][O:34][CH2:33][CH2:32]2)=[O:30])=[O:22])=[C:6]([C:8]2[CH:13]=[CH:12][CH:11]=[CH:10][C:9]=2[O:14][C:15]([F:18])([F:16])[F:17])[CH:7]=1. The yield is 0.620. (2) The reactants are [NH2:1][C:2]1([C:6]2[CH:11]=[CH:10][C:9]([C:12]3[N:13]=[C:14]4[C:19]([CH3:20])=[C:18]([CH3:21])[C:17]([C:22]([O:24]C)=O)=[N:16][N:15]4[C:26]=3[C:27]3[CH:32]=[CH:31][CH:30]=[CH:29][CH:28]=3)=[CH:8][CH:7]=2)[CH2:5][CH2:4][CH2:3]1.CO.[NH3:35]. No catalyst specified. The product is [NH2:1][C:2]1([C:6]2[CH:11]=[CH:10][C:9]([C:12]3[N:13]=[C:14]4[C:19]([CH3:20])=[C:18]([CH3:21])[C:17]([C:22]([NH2:35])=[O:24])=[N:16][N:15]4[C:26]=3[C:27]3[CH:32]=[CH:31][CH:30]=[CH:29][CH:28]=3)=[CH:8][CH:7]=2)[CH2:3][CH2:4][CH2:5]1. The yield is 0.770. (3) The reactants are [Cl:1][C:2]1[CH:24]=[C:23]([C:25]([NH:27][CH2:28][C:29]2[CH:34]=[C:33]([OH:35])[CH:32]=[C:31]([OH:36])[CH:30]=2)=[O:26])[CH:22]=[CH:21][C:3]=1[C:4]([NH:6][C@H:7]([C:17]([O:19]C)=[O:18])[CH2:8][NH:9][C:10]([C:12]1[S:13][CH:14]=[CH:15][CH:16]=1)=[O:11])=[O:5].O.[OH-].[Li+].O. The yield is 0.260. The product is [Cl:1][C:2]1[CH:24]=[C:23]([C:25]([NH:27][CH2:28][C:29]2[CH:34]=[C:33]([OH:35])[CH:32]=[C:31]([OH:36])[CH:30]=2)=[O:26])[CH:22]=[CH:21][C:3]=1[C:4]([NH:6][C@H:7]([C:17]([OH:19])=[O:18])[CH2:8][NH:9][C:10]([C:12]1[S:13][CH:14]=[CH:15][CH:16]=1)=[O:11])=[O:5]. The catalyst is O1CCCC1.CO. (4) The reactants are N(C(OCC)=O)=NC(OCC)=O.[N:13]1[CH:18]=[CH:17][C:16]([CH2:19][CH2:20][OH:21])=[CH:15][CH:14]=1.C1(P(C2C=CC=CC=2)C2C=CC=CC=2)C=CC=CC=1.[Br:41][C:42]1[CH:47]=[CH:46][C:45](O)=[CH:44][CH:43]=1. The catalyst is C1COCC1. The product is [Br:41][C:42]1[CH:47]=[CH:46][C:45]([O:21][CH2:20][CH2:19][C:16]2[CH:17]=[CH:18][N:13]=[CH:14][CH:15]=2)=[CH:44][CH:43]=1. The yield is 0.462. (5) The reactants are Cl[C:2]1[CH:3]=[CH:4][C:5]2[N:6]([C:8]([CH2:11][C:12]3[C:13]([F:29])=[C:14]4[C:19](=[CH:20][C:21]=3[F:22])[N:18]=[CH:17][C:16]([N:23]3[CH2:28][CH2:27][O:26][CH2:25][CH2:24]3)=[CH:15]4)=[N:9][N:10]=2)[N:7]=1.C([Sn](CCCC)(CCCC)[C:35]([O:37]CC)=[CH2:36])CCC. The catalyst is O1CCOCC1.Cl[Pd](Cl)([P](C1C=CC=CC=1)(C1C=CC=CC=1)C1C=CC=CC=1)[P](C1C=CC=CC=1)(C1C=CC=CC=1)C1C=CC=CC=1. The product is [F:29][C:13]1[C:12]([CH2:11][C:8]2[N:6]3[N:7]=[C:2]([C:35](=[O:37])[CH3:36])[CH:3]=[CH:4][C:5]3=[N:10][N:9]=2)=[C:21]([F:22])[CH:20]=[C:19]2[C:14]=1[CH:15]=[C:16]([N:23]1[CH2:28][CH2:27][O:26][CH2:25][CH2:24]1)[CH:17]=[N:18]2. The yield is 0.450. (6) The catalyst is Cl.O. The reactants are Cl[C:2]1[C:3]2[CH2:16][CH2:15][CH2:14][C:4]=2[N:5]=[C:6]([C:8]2[S:9][C:10]([Cl:13])=[CH:11][CH:12]=2)[N:7]=1.[NH2:17][C:18]1[CH:23]=[CH:22][C:21]([CH2:24][C:25]([OH:27])=[O:26])=[CH:20][CH:19]=1.CC(O)=O.C(OCC)(=O)C. The product is [Cl:13][C:10]1[S:9][C:8]([C:6]2[N:7]=[C:2]([NH:17][C:18]3[CH:19]=[CH:20][C:21]([CH2:24][C:25]([OH:27])=[O:26])=[CH:22][CH:23]=3)[C:3]3[CH2:16][CH2:15][CH2:14][C:4]=3[N:5]=2)=[CH:12][CH:11]=1. The yield is 0.780. (7) The reactants are [CH3:1][NH:2][C:3]1[CH:8]=[CH:7][C:6]([N+:9]([O-:11])=[O:10])=[C:5]([N:12]2[CH2:17][CH2:16][CH2:15][CH2:14][CH2:13]2)[CH:4]=1.C(N(CC)CC)C.[S:25](Cl)([CH3:28])(=[O:27])=[O:26]. The catalyst is C(Cl)Cl.C(Cl)(Cl)Cl. The product is [CH3:1][N:2]([C:3]1[CH:8]=[CH:7][C:6]([N+:9]([O-:11])=[O:10])=[C:5]([N:12]2[CH2:17][CH2:16][CH2:15][CH2:14][CH2:13]2)[CH:4]=1)[S:25]([CH3:28])(=[O:27])=[O:26]. The yield is 0.910.